Dataset: Experimentally validated miRNA-target interactions with 360,000+ pairs, plus equal number of negative samples. Task: Binary Classification. Given a miRNA mature sequence and a target amino acid sequence, predict their likelihood of interaction. (1) The miRNA is mmu-miR-669k-3p with sequence UAUGCAUAUACACGCAUGCAA. The protein sequence of the target gene is MAGTSAPGSKRRSEPPAPRPGPPPGTGHPPSKRARGFSAAAAPDPDDPFGAHGDFTADDLEELDTLASQALSQCPAAARDVSSDHKVHRLLDGMSKNPSGKNRETVPIKDNFELEVLQAQYKELKEKMKVMEEEVLIKNGEIKILRDSLHQTESVLEEQRRSHFLLEQEKTQALSDKEKEFSKKLQSLQSELQFKDAEMNELRTKLQTSERANKLAAPSVSHVSPRKNPSVVIKPEACSPQFGKTSFPTKESFSANMSLPHPCQTESGYKPLVGREDSKPHSLRGDSIKQEEAQKSFVDS.... Result: 0 (no interaction). (2) The miRNA is hsa-miR-4322 with sequence CUGUGGGCUCAGCGCGUGGGG. The protein sequence of the target gene is MKPAAREARLPPRSPGLRWALPLLLLLLRLGQILCAGGTPSPIPDPSVATVATGENGITQISSTAESFHKQNGTGTPQVETNTSEDGESSGANDSLRTPEQGSNGTDGASQKTPSSTGPSPVFDIKAVSISPTNVILTWKSNDTAASEYKYVVKHKMENEKTITVVHQPWCNITGLRPATSYVFSITPGIGNETWGDPRVIKVITEPIPVSDLRVALTGVRKAALSWSNGNGTASCRVLLESIGSHEELTQDSRLQVNISGLKPGVQYNINPYLLQSNKTKGDPLGTEGGLDASNTERSR.... Result: 1 (interaction). (3) The miRNA is hsa-miR-3689a-3p with sequence CUGGGAGGUGUGAUAUCGUGGU. The protein sequence of the target gene is MAPITTSRVEFDEIPTVVGIFSAFGLVFTVSLFAWICCQRRSAKSNKTPPYKFVHVLKGVDIYPENLSSKKKFGGDDKSEVKGKAALPNLSLHLDLEKRDLNGNFPKANPKAGSSSDLENVTPKLFTETEKEANSPESLKSSTSLTSEEKQEKLGTLFLSLEYNFEKKAFVVNIKEAQGLPAMDEQSMTSDPYIKMTILPEKKHRVKTRVLRKTLDPVFDETFTFYGIPYPHIQELSLHFTVLSFDRFSRDDVIGEVLIPLSGIELSDGKMLMTREIIKRNAKKSSGRGELLVSLCYQST.... Result: 0 (no interaction).